From a dataset of Catalyst prediction with 721,799 reactions and 888 catalyst types from USPTO. Predict which catalyst facilitates the given reaction. (1) Reactant: S(S([O-])=O)([O-])=O.[Na+].[Na+].N.[CH3:10][C:11]1[CH:16]=[CH:15][C:14]([N+:17]([O-])=O)=[CH:13][C:12]=1/[N:20]=[C:21](\[C:31]#[N:32])/[C:22]1[S:30][C:25]2=[N:26][CH:27]=[CH:28][N:29]=[C:24]2[CH:23]=1. Product: [NH2:17][C:14]1[CH:15]=[CH:16][C:11]([CH3:10])=[C:12]([NH:20][CH:21]([C:22]2[S:30][C:25]3=[N:26][CH:27]=[CH:28][N:29]=[C:24]3[CH:23]=2)[C:31]#[N:32])[CH:13]=1. The catalyst class is: 127. (2) Reactant: [ClH:1].[CH2:2]([O:9][C:10]1[CH:15]=[CH:14][C:13]([C:16]2[S:17][C:18]3[NH:19][CH2:20][CH2:21][CH2:22][CH2:23][C:24]=3[N:25]=2)=[CH:12][CH:11]=1)[C:3]1[CH:8]=[CH:7][CH:6]=[CH:5][CH:4]=1.C(N(CC)CC)C.[C:33]([Cl:36])(=[O:35])[CH3:34].O. Product: [Cl:1][CH2:33][Cl:36].[CH3:2][OH:9].[NH3:19].[C:33]([N:19]1[CH2:20][CH2:21][CH2:22][CH2:23][C:24]2[N:25]=[C:16]([C:13]3[CH:12]=[CH:11][C:10]([O:9][CH2:2][C:3]4[CH:4]=[CH:5][CH:6]=[CH:7][CH:8]=4)=[CH:15][CH:14]=3)[S:17][C:18]1=2)(=[O:35])[CH3:34]. The catalyst class is: 4. (3) The catalyst class is: 38. Product: [NH2:10][C:9]1[NH:11][C:18](=[O:19])[C:17]([O:16][C:15]2[CH:29]=[CH:30][C:31]([Cl:32])=[C:13]([Cl:12])[CH:14]=2)=[C:23]([C:24]([F:27])([F:25])[F:26])[N:8]=1. Reactant: C(=O)([O-])[O-].[K+].[K+].Cl.[NH2:8][C:9]([NH2:11])=[NH2+:10].[Cl:12][C:13]1[CH:14]=[C:15]([CH:29]=[CH:30][C:31]=1[Cl:32])[O:16][CH:17]([C:23](=O)[C:24]([F:27])([F:26])[F:25])[C:18](OCC)=[O:19].Cl. (4) Reactant: [Cl:1][C:2]1[CH:3]=[C:4]([CH2:13][C@@H:14]([CH2:19][C:20]([O:22][CH3:23])=[O:21])[C:15]([O:17]C)=O)[C:5]([CH2:11]Cl)=[C:6]2[C:10]=1[NH:9][N:8]=[CH:7]2.[NH2:24][CH2:25][C:26]1[CH:31]=[CH:30][N:29]=[CH:28][CH:27]=1. Product: [Cl:1][C:2]1[C:10]2[NH:9][N:8]=[CH:7][C:6]=2[C:5]2[CH2:11][N:24]([CH2:25][C:26]3[CH:31]=[CH:30][N:29]=[CH:28][CH:27]=3)[C:15](=[O:17])[C@H:14]([CH2:19][C:20]([O:22][CH3:23])=[O:21])[CH2:13][C:4]=2[CH:3]=1. The catalyst class is: 39. (5) Reactant: [CH3:1][O:2][C:3]([C:5]1[N:6]=[C:7]2[N:15]([CH2:16][C:17](=[O:24])[N:18]3[CH2:23][CH2:22][CH2:21][CH2:20][CH2:19]3)[CH:14]=[CH:13][N:8]2[C:9](=[O:12])[C:10]=1[OH:11])=[O:4].C([O-])([O-])=O.[K+].[K+].[CH2:31](Br)[C:32]1[CH:37]=[CH:36][CH:35]=[CH:34][CH:33]=1. Product: [CH3:1][O:2][C:3]([C:5]1[N:6]=[C:7]2[N:15]([CH2:16][C:17](=[O:24])[N:18]3[CH2:23][CH2:22][CH2:21][CH2:20][CH2:19]3)[CH:14]=[CH:13][N:8]2[C:9](=[O:12])[C:10]=1[O:11][CH2:31][C:32]1[CH:37]=[CH:36][CH:35]=[CH:34][CH:33]=1)=[O:4]. The catalyst class is: 3. (6) Reactant: [C:1]([C:4]1[CH:5]=[CH:6][C:7]([CH3:10])=[N:8][CH:9]=1)(=[O:3])[CH3:2].C[Si](C)(C)[N-][Si](C)(C)C.[Li+].O1CCC[CH2:22]1.[C:26]([O:32]C)(=O)[C:27]([O:29][CH3:30])=[O:28].Cl.O1CCOCC1. Product: [CH3:10][C:7]1[N:8]=[CH:9][C:4]([C:1](=[O:3])[CH2:2][C:26](=[O:32])[C:27]([O:29][CH2:30][CH3:22])=[O:28])=[CH:5][CH:6]=1. The catalyst class is: 7. (7) Reactant: [C:1]1([CH2:11][N:12]2[CH:17]=[CH:16][CH:15]=[C:14]([C:18](O)=[O:19])[C:13]2=[O:21])[C:10]2[C:5](=[CH:6][CH:7]=[CH:8][CH:9]=2)[CH:4]=[CH:3][CH:2]=1.[NH2:22][C@@H:23]([CH2:31][CH2:32][CH2:33][NH:34][C:35]([NH:37][S:38]([C:41]1[C:42]([CH3:55])=[C:43]2[C:48](=[C:49]([CH3:52])[C:50]=1[CH3:51])[O:47][C:46]([CH3:54])([CH3:53])[CH2:45][CH2:44]2)(=[O:40])=[O:39])=[NH:36])[C:24]([O:26][C:27]([CH3:30])([CH3:29])[CH3:28])=[O:25].CN(C(ON1N=NC2C=CC=CC1=2)=[N+](C)C)C.F[P-](F)(F)(F)(F)F.CCN(C(C)C)C(C)C. Product: [C:1]1([CH2:11][N:12]2[CH:17]=[CH:16][CH:15]=[C:14]([C:18]([NH:22][C@@H:23]([CH2:31][CH2:32][CH2:33][NH:34][C:35]([NH:37][S:38]([C:41]3[C:42]([CH3:55])=[C:43]4[C:48](=[C:49]([CH3:52])[C:50]=3[CH3:51])[O:47][C:46]([CH3:54])([CH3:53])[CH2:45][CH2:44]4)(=[O:39])=[O:40])=[NH:36])[C:24]([O:26][C:27]([CH3:28])([CH3:29])[CH3:30])=[O:25])=[O:19])[C:13]2=[O:21])[C:10]2[C:5](=[CH:6][CH:7]=[CH:8][CH:9]=2)[CH:4]=[CH:3][CH:2]=1. The catalyst class is: 3. (8) Reactant: [CH3:1][C:2]1([CH3:15])[CH2:14][C:5]2[C:6]3[CH2:11][CH2:10][NH:9][C:8](=[O:12])[C:7]=3[S:13][C:4]=2[CH2:3]1.[C:16]([O:19][CH2:20][C:21]1[C:26]([Br:27])=[CH:25][C:24]([F:28])=[CH:23][C:22]=1Br)(=[O:18])[CH3:17].CC1(C)C2C(=C(P(C3C=CC=CC=3)C3C=CC=CC=3)C=CC=2)OC2C(P(C3C=CC=CC=3)C3C=CC=CC=3)=CC=CC1=2.C([O-])([O-])=O.[Cs+].[Cs+]. Product: [C:16]([O:19][CH2:20][C:21]1[C:22]([N:9]2[CH2:10][CH2:11][C:6]3[C:5]4[CH2:14][C:2]([CH3:15])([CH3:1])[CH2:3][C:4]=4[S:13][C:7]=3[C:8]2=[O:12])=[CH:23][C:24]([F:28])=[CH:25][C:26]=1[Br:27])(=[O:18])[CH3:17]. The catalyst class is: 62. (9) Reactant: [Si]([O:8][C@H:9]([C:48]1[CH:57]=[CH:56][C:55]([OH:58])=[C:54]2[C:49]=1[CH:50]=[CH:51][C:52](=[O:59])[NH:53]2)[CH2:10][NH:11][CH2:12][CH2:13][C:14]1[CH:19]=[CH:18][C:17]([O:20][CH2:21][CH2:22][CH2:23][CH2:24][C:25]2[CH:30]=[CH:29][C:28]([OH:31])=[C:27]([C@@H:32]([C:42]3[CH:47]=[CH:46][CH:45]=[CH:44][CH:43]=3)[CH2:33][CH2:34][N:35]([CH:39]([CH3:41])[CH3:40])[CH:36]([CH3:38])[CH3:37])[CH:26]=2)=[CH:16][CH:15]=1)(C(C)(C)C)(C)C.CCN(CC)CC.F.F.F.N. Product: [NH3:11].[CH:39]([N:35]([CH:36]([CH3:38])[CH3:37])[CH2:34][CH2:33][C@@H:32]([C:27]1[CH:26]=[C:25]([CH2:24][CH2:23][CH2:22][CH2:21][O:20][C:17]2[CH:18]=[CH:19][C:14]([CH2:13][CH2:12][NH:11][CH2:10][C@@H:9]([C:48]3[CH:57]=[CH:56][C:55]([OH:58])=[C:54]4[C:49]=3[CH:50]=[CH:51][C:52](=[O:59])[NH:53]4)[OH:8])=[CH:15][CH:16]=2)[CH:30]=[CH:29][C:28]=1[OH:31])[C:42]1[CH:47]=[CH:46][CH:45]=[CH:44][CH:43]=1)([CH3:41])[CH3:40]. The catalyst class is: 7. (10) Product: [C:1]([C@H:4]1[NH:14][C:13](=[O:15])[C@H:12]([CH2:16][C:17]([F:20])([CH3:19])[CH3:18])[NH:11][C@@:10]([C:25]2[CH:30]=[CH:29][C:28]([Br:31])=[CH:27][CH:26]=2)([C:21]([F:22])([F:24])[F:23])[C:9]#[C:8][CH2:7][S:6](=[O:45])(=[O:43])[CH2:5]1)(=[O:3])[CH3:2]. Reactant: [C:1]([C@H:4]1[NH:14][C:13](=[O:15])[C@H:12]([CH2:16][C:17]([F:20])([CH3:19])[CH3:18])[NH:11][C@@:10]([C:25]2[CH:30]=[CH:29][C:28]([Br:31])=[CH:27][CH:26]=2)([C:21]([F:24])([F:23])[F:22])[C:9]#[C:8][CH2:7][S:6][CH2:5]1)(=[O:3])[CH3:2].ClC1C=C(C=CC=1)C(OO)=O.[OH-:43].[Ca+2].[OH-:45]. The catalyst class is: 4.